From a dataset of Forward reaction prediction with 1.9M reactions from USPTO patents (1976-2016). Predict the product of the given reaction. (1) Given the reactants C[O:2][C:3]([CH:5]1[CH2:9][C:8](=O)[N:7]([CH2:11][C:12]2[CH:17]=[CH:16][CH:15]=[CH:14][CH:13]=2)[CH2:6]1)=O.B.C(=O)(O)[O-].[Na+], predict the reaction product. The product is: [CH2:11]([N:7]1[CH2:8][CH2:9][CH:5]([CH2:3][OH:2])[CH2:6]1)[C:12]1[CH:17]=[CH:16][CH:15]=[CH:14][CH:13]=1. (2) Given the reactants [CH:1]([N:4]1[CH2:8][CH2:7][CH2:6][CH2:5]1)([CH3:3])[CH3:2].[CH2:9]([O:11][CH2:12][Cl:13])[CH3:10], predict the reaction product. The product is: [Cl-:13].[CH2:9]([O:11][CH2:12][N+:4]1([CH:1]([CH3:3])[CH3:2])[CH2:8][CH2:7][CH2:6][CH2:5]1)[CH3:10]. (3) Given the reactants [CH2:1]([O:8][C:9]1[CH:17]=[CH:16][CH:15]=[C:14]2[C:10]=1[CH:11]=[CH:12][NH:13]2)[C:2]1[CH:7]=[CH:6][CH:5]=[CH:4][CH:3]=1.C([Mg]Br)C.[CH3:22][C:23]1([CH3:31])[C:25]([CH3:27])([CH3:26])[CH:24]1[C:28](Cl)=[O:29], predict the reaction product. The product is: [CH2:1]([O:8][C:9]1[CH:17]=[CH:16][CH:15]=[C:14]2[C:10]=1[C:11]([C:28]([CH:24]1[C:25]([CH3:27])([CH3:26])[C:23]1([CH3:31])[CH3:22])=[O:29])=[CH:12][NH:13]2)[C:2]1[CH:3]=[CH:4][CH:5]=[CH:6][CH:7]=1. (4) Given the reactants [OH:1][NH2:2].[O:3]([C@H:10]1[CH2:15][C@H:14]([C:16](OC)=[O:17])[C@@H:13]([C:20]([N:22]2[CH2:27][CH2:26][N:25]([C:28]3[CH:33]=[CH:32][CH:31]=[CH:30][CH:29]=3)[CH2:24][CH2:23]2)=[O:21])[CH2:12][CH2:11]1)[C:4]1[CH:9]=[CH:8][CH:7]=[CH:6][CH:5]=1.C(O)(C(F)(F)F)=O, predict the reaction product. The product is: [OH:1][NH:2][C:16]([C@H:14]1[CH2:15][C@H:10]([O:3][C:4]2[CH:9]=[CH:8][CH:7]=[CH:6][CH:5]=2)[CH2:11][CH2:12][C@@H:13]1[C:20]([N:22]1[CH2:27][CH2:26][N:25]([C:28]2[CH:29]=[CH:30][CH:31]=[CH:32][CH:33]=2)[CH2:24][CH2:23]1)=[O:21])=[O:17]. (5) Given the reactants O=O.[CH3:3][C@@:4]12[C:12](=[O:13])[CH2:11][CH2:10][C@H:9]1[C@@H:8]1[CH2:14][CH:15]=[C:16]3[CH2:21][C@@H:20]([OH:22])[CH2:19][CH2:18][C@:17]3([CH3:23])[C@H:7]1[CH2:6][CH2:5]2, predict the reaction product. The product is: [CH3:3][C@:4]12[CH2:5][CH2:6][C@H:7]3[C@@H:8]([CH2:14][CH2:15][C:16]4[C@:17]3([CH3:23])[CH2:18][CH2:19][C:20](=[O:22])[CH:21]=4)[C@@H:9]1[CH2:10][CH2:11][C:12]2=[O:13]. (6) Given the reactants [Cl:1][C:2]1[CH:3]=[CH:4][C:5]([CH3:24])=[C:6]([N:8]2[CH:12]=[C:11](B3OC(C)(C)C(C)(C)O3)[CH:10]=[C:9]2[C:22]#[N:23])[CH:7]=1.I[C:26]1[N:31]=[CH:30][N:29]=[C:28]([NH2:32])[CH:27]=1.C([O-])([O-])=O.[Na+].[Na+], predict the reaction product. The product is: [NH2:32][C:28]1[N:29]=[CH:30][N:31]=[C:26]([C:11]2[CH:10]=[C:9]([C:22]#[N:23])[N:8]([C:6]3[CH:7]=[C:2]([Cl:1])[CH:3]=[CH:4][C:5]=3[CH3:24])[CH:12]=2)[CH:27]=1. (7) Given the reactants Br[C:2]1[CH:15]=[CH:14][C:5]([CH2:6][S:7][CH:8]2[CH2:12][CH2:11][O:10][C:9]2=[O:13])=[CH:4][CH:3]=1.C(=O)([O-])[O-].[K+].[K+].[Cl:22][C:23]1[CH:28]=[CH:27][C:26](B(O)O)=[CH:25][CH:24]=1.O, predict the reaction product. The product is: [Cl:22][C:23]1[CH:28]=[CH:27][C:26]([C:2]2[CH:15]=[CH:14][C:5]([CH2:6][S:7][CH:8]3[CH2:12][CH2:11][O:10][C:9]3=[O:13])=[CH:4][CH:3]=2)=[CH:25][CH:24]=1.